From a dataset of NCI-60 drug combinations with 297,098 pairs across 59 cell lines. Regression. Given two drug SMILES strings and cell line genomic features, predict the synergy score measuring deviation from expected non-interaction effect. (1) Drug 1: C1=NC2=C(N1)C(=S)N=CN2. Drug 2: C(CN)CNCCSP(=O)(O)O. Cell line: NCI/ADR-RES. Synergy scores: CSS=22.0, Synergy_ZIP=-2.12, Synergy_Bliss=-5.03, Synergy_Loewe=-13.2, Synergy_HSA=-4.70. (2) Drug 2: CC1C(C(CC(O1)OC2CC(CC3=C2C(=C4C(=C3O)C(=O)C5=CC=CC=C5C4=O)O)(C(=O)C)O)N)O. Synergy scores: CSS=28.7, Synergy_ZIP=-1.84, Synergy_Bliss=-1.33, Synergy_Loewe=-0.950, Synergy_HSA=4.07. Drug 1: C1=CC(=CC=C1CCC2=CNC3=C2C(=O)NC(=N3)N)C(=O)NC(CCC(=O)O)C(=O)O. Cell line: KM12. (3) Drug 1: COC1=CC(=CC(=C1O)OC)C2C3C(COC3=O)C(C4=CC5=C(C=C24)OCO5)OC6C(C(C7C(O6)COC(O7)C8=CC=CS8)O)O. Drug 2: C1=CN(C=N1)CC(O)(P(=O)(O)O)P(=O)(O)O. Cell line: SF-295. Synergy scores: CSS=4.72, Synergy_ZIP=-13.1, Synergy_Bliss=-24.5, Synergy_Loewe=-29.6, Synergy_HSA=-22.7.